This data is from Forward reaction prediction with 1.9M reactions from USPTO patents (1976-2016). The task is: Predict the product of the given reaction. (1) Given the reactants Cl.Cl.F[C:4]1[C:4](N[C@@H:11]2[CH2:16][CH2:15][CH2:15][CH2:16][C@H:11]2N)=NC=CC=1.[F:18][C:19]1[C:20]([NH:25][C@@H:26]2[CH2:31][CH2:30][CH2:29][CH2:28][C@H:27]2[NH:32][C:33](=[O:39])[O:34]C(C)(C)C)=[N:21][CH:22]=[CH:23][CH:24]=1.[CH4:40].Cl, predict the reaction product. The product is: [CH3:40][C:16]([N:32]([C@@H:27]1[CH2:28][CH2:29][CH2:30][CH2:31][C@H:26]1[NH:25][C:20]1[C:19]([F:18])=[CH:24][CH:23]=[CH:22][N:21]=1)[C:33](=[O:39])[O-:34])([CH3:15])[CH3:11].[CH4:4]. (2) Given the reactants [NH2:1][C:2]1[C:11]2[CH:10]=[CH:9][CH:8]=[C:7](Br)[C:6]=2[N:5]=[C:4]2[CH2:13][N:14]([CH:17]3[CH2:20][CH2:19][CH2:18]3)[C:15](=[O:16])[C:3]=12.[CH3:21][O:22][C:23]1[C:28]([Sn](CCCC)(CCCC)CCCC)=[CH:27][N:26]=[CH:25][N:24]=1, predict the reaction product. The product is: [NH2:1][C:2]1[C:11]2[CH:10]=[CH:9][CH:8]=[C:7]([C:28]3[C:23]([O:22][CH3:21])=[N:24][CH:25]=[N:26][CH:27]=3)[C:6]=2[N:5]=[C:4]2[CH2:13][N:14]([CH:17]3[CH2:20][CH2:19][CH2:18]3)[C:15](=[O:16])[C:3]=12. (3) Given the reactants [F:1][C:2]1[CH:11]=[CH:10][CH:9]=[C:8]2[C:3]=1[C:4](=[O:31])[C:5]([C:26]([O:28][CH2:29][CH3:30])=[O:27])=[CH:6][N:7]2[CH2:12][C:13]1[CH:18]=[CH:17][C:16]([N:19]2[CH:23]=[CH:22][C:21]([CH2:24][OH:25])=[N:20]2)=[CH:15][CH:14]=1.C[N+]1([O-])CCOCC1, predict the reaction product. The product is: [F:1][C:2]1[CH:11]=[CH:10][CH:9]=[C:8]2[C:3]=1[C:4](=[O:31])[C:5]([C:26]([O:28][CH2:29][CH3:30])=[O:27])=[CH:6][N:7]2[CH2:12][C:13]1[CH:14]=[CH:15][C:16]([N:19]2[CH:23]=[CH:22][C:21]([CH:24]=[O:25])=[N:20]2)=[CH:17][CH:18]=1. (4) Given the reactants Cl[C:2]1[C:3]([NH2:10])=[N:4][C:5]([CH3:9])=[N:6][C:7]=1Cl.[NH2:11][CH2:12][CH:13]1[CH2:18][CH2:17][N:16]([C:19]([O:21]C(C)(C)C)=O)[CH2:15][CH2:14]1.[O:26]([C:33]1[CH:38]=[CH:37][C:36](B(O)O)=[CH:35][CH:34]=1)[C:27]1[CH:32]=[CH:31][CH:30]=[CH:29][CH:28]=1.[C:42](Cl)(=O)[CH:43]=C, predict the reaction product. The product is: [NH2:10][C:3]1[N:4]=[C:5]([CH3:9])[N:6]=[C:7]([NH:11][CH2:12][CH:13]2[CH2:14][CH2:15][N:16]([C:19](=[O:21])[CH:42]=[CH2:43])[CH2:17][CH2:18]2)[C:2]=1[C:30]1[CH:31]=[CH:32][C:27]([O:26][C:33]2[CH:38]=[CH:37][CH:36]=[CH:35][CH:34]=2)=[CH:28][CH:29]=1.